This data is from Catalyst prediction with 721,799 reactions and 888 catalyst types from USPTO. The task is: Predict which catalyst facilitates the given reaction. (1) Reactant: [Cl:1][C:2]1[N:3]=[CH:4][C:5]2[CH:10]=[C:9]([C:11]3[C:16]([Cl:17])=[CH:15][CH:14]=[CH:13][C:12]=3[Cl:18])[NH:8][C:6]=2[N:7]=1.O[CH2:20][CH:21]1[S:26][CH2:25][CH2:24][N:23]([C:27]([O:29][C:30]([CH3:33])([CH3:32])[CH3:31])=[O:28])[CH2:22]1.CCN(C(C)C)C(C)C.C1C=CC(P(C2C=CC=CC=2)C2C=CC=CC=2)=CC=1.CC(OC(/N=N/C(OC(C)C)=O)=O)C. Product: [Cl:1][C:2]1[N:3]=[CH:4][C:5]2[CH:10]=[C:9]([C:11]3[C:16]([Cl:17])=[CH:15][CH:14]=[CH:13][C:12]=3[Cl:18])[N:8]([CH2:20][CH:21]3[S:26][CH2:25][CH2:24][N:23]([C:27]([O:29][C:30]([CH3:31])([CH3:33])[CH3:32])=[O:28])[CH2:22]3)[C:6]=2[N:7]=1. The catalyst class is: 49. (2) Reactant: [NH2:1][C:2]1[S:3][C:4]2[CH:10]=[C:9]([O:11][C:12]3[CH:13]=[C:14]([NH:18][C:19](=[O:31])[C:20]4[CH:25]=[CH:24][CH:23]=[C:22]([C:26]([C:29]#[N:30])([CH3:28])[CH3:27])[CH:21]=4)[CH:15]=[CH:16][CH:17]=3)[CH:8]=[CH:7][C:5]=2[N:6]=1.[C:32](Cl)(=[O:34])[CH3:33].C(N(CC)CC)C. Product: [C:32]([NH:1][C:2]1[S:3][C:4]2[CH:10]=[C:9]([O:11][C:12]3[CH:13]=[C:14]([NH:18][C:19](=[O:31])[C:20]4[CH:25]=[CH:24][CH:23]=[C:22]([C:26]([C:29]#[N:30])([CH3:27])[CH3:28])[CH:21]=4)[CH:15]=[CH:16][CH:17]=3)[CH:8]=[CH:7][C:5]=2[N:6]=1)(=[O:34])[CH3:33]. The catalyst class is: 7. (3) Reactant: [Cl:1][C:2]1[CH:7]=[C:6]([Cl:8])[CH:5]=[CH:4][C:3]=1[C:9]1[C:17]2[O:16][CH:15]([CH2:18]OS(C3C=CC(C)=CC=3)(=O)=O)[O:14][C:13]=2[CH:12]=[C:11]([F:30])[CH:10]=1.[N-:31]=[N+:32]=[N-:33].[Na+]. Product: [N:31]([CH2:18][CH:15]1[O:14][C:13]2[CH:12]=[C:11]([F:30])[CH:10]=[C:9]([C:3]3[CH:4]=[CH:5][C:6]([Cl:8])=[CH:7][C:2]=3[Cl:1])[C:17]=2[O:16]1)=[N+:32]=[N-:33]. The catalyst class is: 3. (4) Reactant: [Cl:1][C:2]1[CH:11]=[C:10]2[C:5]([C:6]([N:12]3[CH2:17][CH2:16][N:15]([C:18]([NH:20][CH:21]4[CH2:27][CH2:26][CH2:25][CH2:24][CH:23]([OH:28])[CH2:22]4)=[O:19])[CH2:14][CH2:13]3)=[CH:7][CH:8]=[N:9]2)=[CH:4][CH:3]=1.[H-].[Na+].[CH3:31]I. Product: [Cl:1][C:2]1[CH:11]=[C:10]2[C:5]([C:6]([N:12]3[CH2:17][CH2:16][N:15]([C:18]([NH:20][CH:21]4[CH2:27][CH2:26][CH2:25][CH2:24][CH:23]([O:28][CH3:31])[CH2:22]4)=[O:19])[CH2:14][CH2:13]3)=[CH:7][CH:8]=[N:9]2)=[CH:4][CH:3]=1. The catalyst class is: 3.